This data is from CYP3A4 inhibition data for predicting drug metabolism from PubChem BioAssay. The task is: Regression/Classification. Given a drug SMILES string, predict its absorption, distribution, metabolism, or excretion properties. Task type varies by dataset: regression for continuous measurements (e.g., permeability, clearance, half-life) or binary classification for categorical outcomes (e.g., BBB penetration, CYP inhibition). Dataset: cyp3a4_veith. (1) The compound is CCN1CCC[C@@H](OC(=O)C(c2ccccc2)c2ccccc2)C1. The result is 1 (inhibitor). (2) The result is 0 (non-inhibitor). The molecule is CC[N+](C)(CC)CCOC(=O)C1c2ccccc2Oc2ccccc21. (3) The molecule is CC1CCN(CCCNC(=O)c2n[nH]c(=O)c3ccccc23)CC1. The result is 0 (non-inhibitor). (4) The molecule is COc1ccc(Oc2ncc3nc(-c4ccc(F)cc4)c(=O)n(C[C@H]4CCCO4)c3n2)cc1. The result is 1 (inhibitor). (5) The drug is Cc1cccc(CNc2ncncc2-c2ccccc2Cl)c1. The result is 1 (inhibitor). (6) The molecule is Cc1cc(C(=O)CSc2nnc(-c3ccc(Cl)cc3)n2C)c(C)n1CC1CCCO1. The result is 1 (inhibitor). (7) The drug is O=C(O)c1cscc1Cc1cccs1. The result is 0 (non-inhibitor).